Dataset: Full USPTO retrosynthesis dataset with 1.9M reactions from patents (1976-2016). Task: Predict the reactants needed to synthesize the given product. (1) The reactants are: [CH3:1][O:2][C:3]1[C:12]([CH3:13])=[C:11]2[C:6]([C:7]([O:24][CH2:25][CH2:26][C@@H:27]3[NH:41][C:40](=[O:42])[N:39]([CH3:43])[CH2:38][CH2:37][CH2:36][CH2:35][CH:34]=[CH:33][C@H:32]4[C@@:30]([C:44]([O:46]CC)=[O:45])([CH2:31]4)[NH:29][C:28]3=[O:49])=[CH:8][C:9]([C:14]3[CH:15]=[N:16][N:17]([CH2:19][CH2:20][CH:21]([CH3:23])[CH3:22])[CH:18]=3)=[N:10]2)=[CH:5][CH:4]=1.C(C1N=C(C2C=C(OCC[C@@H]3NC(=O)N(C)CCCCC=C[C@H]4[C@@](C(O)=O)(C4)NC3=O)C3C(=C(C)C(OC)=CC=3)N=2)SC=1)(C)C. Given the product [CH2:19]([N:17]1[CH:18]=[C:14]([C:9]2[CH:8]=[C:7]([O:24][CH2:25][CH2:26][C@@H:27]3[NH:41][C:40](=[O:42])[N:39]([CH3:43])[CH2:38][CH2:37][CH2:36][CH2:35][CH:34]=[CH:33][C@H:32]4[C@@:30]([C:44]([OH:46])=[O:45])([CH2:31]4)[NH:29][C:28]3=[O:49])[C:6]3[C:11](=[C:12]([CH3:13])[C:3]([O:2][CH3:1])=[CH:4][CH:5]=3)[N:10]=2)[CH:15]=[N:16]1)[CH2:20][CH:21]([CH3:22])[CH3:23], predict the reactants needed to synthesize it. (2) Given the product [CH2:1]([N:3]([CH2:36][CH3:37])[CH2:4][CH2:5][CH2:6][NH:7][C:8]1[N:9]=[C:10]([C:27]2[CH:28]=[C:29]([CH:33]=[CH:34][CH:35]=2)[C:30]([NH:46][C:47]2[CH:52]=[CH:51][CH:50]=[CH:49][CH:48]=2)=[O:31])[C:11]2[CH:17]=[CH:16][C:15](=[O:18])[N:14]([C:19]3[C:20]([F:26])=[CH:21][CH:22]=[CH:23][C:24]=3[F:25])[C:12]=2[N:13]=1)[CH3:2], predict the reactants needed to synthesize it. The reactants are: [CH2:1]([N:3]([CH2:36][CH3:37])[CH2:4][CH2:5][CH2:6][NH:7][C:8]1[N:9]=[C:10]([C:27]2[CH:28]=[C:29]([CH:33]=[CH:34][CH:35]=2)[C:30](O)=[O:31])[C:11]2[CH:17]=[CH:16][C:15](=[O:18])[N:14]([C:19]3[C:24]([F:25])=[CH:23][CH:22]=[CH:21][C:20]=3[F:26])[C:12]=2[N:13]=1)[CH3:2].CN(C(O[N:46]1N=N[C:48]2[CH:49]=[CH:50][CH:51]=[CH:52][C:47]1=2)=[N+](C)C)C.F[P-](F)(F)(F)(F)F.C(N(CC)CC)C.NC1C=CC=CC=1. (3) Given the product [Cl:1][C:2]1[CH:10]=[CH:9][CH:8]=[C:7]2[C:3]=1[C:4](=[O:6])[O:5][CH:11]2[CH3:12], predict the reactants needed to synthesize it. The reactants are: [Cl:1][C:2]1[CH:10]=[CH:9][CH:8]=[C:7]([CH2:11][CH3:12])[C:3]=1[C:4]([OH:6])=[O:5].BrBr.S([O-])([O-])(=O)=S.[Na+].[Na+].